This data is from Forward reaction prediction with 1.9M reactions from USPTO patents (1976-2016). The task is: Predict the product of the given reaction. (1) Given the reactants CO[C:3](=[O:24])[C:4]1[CH:9]=[CH:8][C:7]([O:10][CH2:11][C:12]2[C:13]([C:17]3[CH:22]=[CH:21][C:20]([Cl:23])=[CH:19][CH:18]=3)=[N:14][O:15][CH:16]=2)=[N:6][CH:5]=1.[CH:25]1([NH2:28])[CH2:27][CH2:26]1, predict the reaction product. The product is: [Cl:23][C:20]1[CH:19]=[CH:18][C:17]([C:13]2[C:12]([CH2:11][O:10][C:7]3[CH:8]=[CH:9][C:4]([C:3]([NH:28][CH:25]4[CH2:27][CH2:26]4)=[O:24])=[CH:5][N:6]=3)=[CH:16][O:15][N:14]=2)=[CH:22][CH:21]=1. (2) Given the reactants [CH3:1][C:2]1[C:11]2[C:6](=[CH:7][CH:8]=[CH:9][CH:10]=2)[CH:5]=[CH:4][CH:3]=1.[Br:12]N1C(=O)CCC1=O.C(OOC(=O)C1C=CC=CC=1)(=O)C1C=CC=CC=1, predict the reaction product. The product is: [Br:12][CH2:1][C:2]1[C:11]2[C:6](=[CH:7][CH:8]=[CH:9][CH:10]=2)[CH:5]=[CH:4][CH:3]=1. (3) Given the reactants [CH:1]1([C:6]2[N:7]=[C:8]([CH3:25])[N:9]3[C:14](=[O:15])[NH:13][C:12]([C:16]4[CH:21]=[CH:20][CH:19]=[CH:18][C:17]=4[O:22][CH2:23][CH3:24])=[N:11][C:10]=23)[CH2:5][CH2:4][CH2:3][CH2:2]1.[Cl:26][S:27](O)(=[O:29])=[O:28], predict the reaction product. The product is: [CH2:23]([O:22][C:17]1[CH:18]=[CH:19][C:20]([S:27]([Cl:26])(=[O:29])=[O:28])=[CH:21][C:16]=1[C:12]1[NH:13][C:14](=[O:15])[N:9]2[C:8]([CH3:25])=[N:7][C:6]([CH:1]3[CH2:2][CH2:3][CH2:4][CH2:5]3)=[C:10]2[N:11]=1)[CH3:24]. (4) Given the reactants [N:1]1([CH2:6][C@H:7]2[CH2:11][CH2:10][C@@H:9]([N:12]([CH2:20][C:21](O)=[O:22])[C:13]([O:15][C:16]([CH3:19])([CH3:18])[CH3:17])=[O:14])[CH2:8]2)[CH:5]=[N:4][CH:3]=[N:2]1.ON1C2C=CC=CC=2N=N1.Cl.CN(C)CCCN=C=NCC.C1(C)C=CC(S(O)(=O)=O)=CC=1.[F:57][C@@H:58]1[CH2:62][NH:61][C@H:60]([C:63]([NH2:65])=[O:64])[CH2:59]1.C(N(CC)CC)C, predict the reaction product. The product is: [N:1]1([CH2:6][C@H:7]2[CH2:11][CH2:10][C@@H:9]([N:12]([CH2:20][C:21]([N:61]3[CH2:62][C@@H:58]([F:57])[CH2:59][C@H:60]3[C:63]([NH2:65])=[O:64])=[O:22])[C:13]([O:15][C:16]([CH3:17])([CH3:18])[CH3:19])=[O:14])[CH2:8]2)[CH:5]=[N:4][CH:3]=[N:2]1. (5) Given the reactants C(=O)([O-])[O-].[Cs+].[Cs+].C1C=CC(P(C2C(C3C(P(C4C=CC=CC=4)C4C=CC=CC=4)=CC=C4C=3C=CC=C4)=C3C(C=CC=C3)=CC=2)C2C=CC=CC=2)=CC=1.ClCl.Cl[C:56]1[C:57]2[CH2:73][CH2:72][CH2:71][C:58]=2[N:59]=[C:60]([C:62]2[CH:67]=[CH:66][C:65]([O:68][CH3:69])=[C:64]([F:70])[CH:63]=2)[N:61]=1.[CH3:74][O:75][C:76](=[O:87])[CH2:77][C:78]1[CH:79]=[C:80]2[C:84](=[CH:85][CH:86]=1)[NH:83][CH2:82][CH2:81]2, predict the reaction product. The product is: [CH3:74][O:75][C:76](=[O:87])[CH2:77][C:78]1[CH:79]=[C:80]2[C:84](=[CH:85][CH:86]=1)[N:83]([C:56]1[C:57]3[CH2:73][CH2:72][CH2:71][C:58]=3[N:59]=[C:60]([C:62]3[CH:67]=[CH:66][C:65]([O:68][CH3:69])=[C:64]([F:70])[CH:63]=3)[N:61]=1)[CH2:82][CH2:81]2.